From a dataset of Forward reaction prediction with 1.9M reactions from USPTO patents (1976-2016). Predict the product of the given reaction. (1) Given the reactants Br[C@H:2]([CH2:6][C:7]1[CH:12]=[CH:11][CH:10]=[CH:9][CH:8]=1)[C:3]([OH:5])=[O:4].CN(C)CCN(C)C, predict the reaction product. The product is: [C:3]([OH:5])(=[O:4])[CH:2]=[CH:6][C:7]1[CH:8]=[CH:9][CH:10]=[CH:11][CH:12]=1. (2) Given the reactants [CH3:1][O:2][C:3]1[CH:4]=[C:5]([CH:11]2[CH:16]([N+:17]([O-:19])=[O:18])[CH2:15][CH2:14][C:13](=[O:20])[CH2:12]2)[CH:6]=[CH:7][C:8]=1[O:9][CH3:10].COCCOC.CO.[BH4-].[Na+], predict the reaction product. The product is: [CH3:1][O:2][C:3]1[CH:4]=[C:5]([CH:11]2[CH:16]([N+:17]([O-:19])=[O:18])[CH2:15][CH2:14][CH:13]([OH:20])[CH2:12]2)[CH:6]=[CH:7][C:8]=1[O:9][CH3:10]. (3) Given the reactants [NH2:1][C:2]1[CH:10]=[CH:9][C:8]([O:11][CH3:12])=[CH:7][C:3]=1[C:4]([OH:6])=O.CCN=C=NCCCN(C)C.C1C=CC2N(O)N=NC=2C=1.CCN(C(C)C)C(C)C.[CH3:43][C:44]([NH2:48])([C:46]#[CH:47])[CH3:45], predict the reaction product. The product is: [NH2:1][C:2]1[CH:10]=[CH:9][C:8]([O:11][CH3:12])=[CH:7][C:3]=1[C:4]([NH:48][C:44]([CH3:45])([C:46]#[CH:47])[CH3:43])=[O:6]. (4) Given the reactants [N+:1]1([O-])[C:5]2[CH:6]=[CH:7][CH:8]=[N:9][C:4]=2[NH:3][CH:2]=1.CS([Cl:15])(=O)=O, predict the reaction product. The product is: [Cl:15][C:6]1[CH:7]=[CH:8][N:9]=[C:4]2[NH:3][CH:2]=[N:1][C:5]=12. (5) Given the reactants [Cl:1][C:2]1[CH:3]=[C:4]([CH2:11]O)[CH:5]=[C:6]([N+:8]([O-:10])=[O:9])[CH:7]=1.S(Cl)([Cl:15])=O.C(=O)(O)[O-].[Na+], predict the reaction product. The product is: [Cl:1][C:2]1[CH:7]=[C:6]([N+:8]([O-:10])=[O:9])[CH:5]=[C:4]([CH2:11][Cl:15])[CH:3]=1. (6) Given the reactants C([NH:5][C:6]1[C:15](/[CH:16]=[CH:17]/[C:18]2[CH:23]=[C:22]([C:24]([CH3:27])([CH3:26])[CH3:25])[N:21]=[CH:20][N:19]=2)=[CH:14][C:13]2[C:8](=[CH:9][CH:10]=[C:11]([C:28]3[CH:33]=[CH:32][CH:31]=[CH:30][C:29]=3[CH3:34])[CH:12]=2)[N:7]=1)(C)(C)C.C(O)(C(F)(F)F)=O, predict the reaction product. The product is: [C:24]([C:22]1[N:21]=[CH:20][N:19]=[C:18]([CH2:17][CH2:16][C:15]2[C:6]([NH2:5])=[N:7][C:8]3[C:13]([CH:14]=2)=[CH:12][C:11]([C:28]2[CH:33]=[CH:32][CH:31]=[CH:30][C:29]=2[CH3:34])=[CH:10][CH:9]=3)[CH:23]=1)([CH3:27])([CH3:26])[CH3:25]. (7) Given the reactants Br[C:2]1[CH:3]=[C:4]([CH2:8][N:9]2[C:17]3[C:12](=[C:13]([C:20]([F:23])([F:22])[F:21])[C:14]([C:18]#[N:19])=[CH:15][CH:16]=3)[CH:11]=[C:10]2[CH3:24])[CH:5]=[CH:6][CH:7]=1.[F:25][C:26]([F:37])([F:36])[C:27]1[CH:32]=[CH:31][C:30](B(O)O)=[CH:29][CH:28]=1, predict the reaction product. The product is: [CH3:24][C:10]1[N:9]([CH2:8][C:4]2[CH:3]=[C:2]([C:30]3[CH:31]=[CH:32][C:27]([C:26]([F:37])([F:36])[F:25])=[CH:28][CH:29]=3)[CH:7]=[CH:6][CH:5]=2)[C:17]2[C:12]([CH:11]=1)=[C:13]([C:20]([F:23])([F:22])[F:21])[C:14]([C:18]#[N:19])=[CH:15][CH:16]=2.